This data is from NCI-60 drug combinations with 297,098 pairs across 59 cell lines. The task is: Regression. Given two drug SMILES strings and cell line genomic features, predict the synergy score measuring deviation from expected non-interaction effect. (1) Drug 1: C1CC(C1)(C(=O)O)C(=O)O.[NH2-].[NH2-].[Pt+2]. Drug 2: COCCOC1=C(C=C2C(=C1)C(=NC=N2)NC3=CC=CC(=C3)C#C)OCCOC.Cl. Cell line: ACHN. Synergy scores: CSS=31.9, Synergy_ZIP=0.0662, Synergy_Bliss=-0.636, Synergy_Loewe=-3.76, Synergy_HSA=4.46. (2) Drug 1: C1C(C(OC1N2C=C(C(=O)NC2=O)F)CO)O. Drug 2: COC1=NC(=NC2=C1N=CN2C3C(C(C(O3)CO)O)O)N. Cell line: HOP-62. Synergy scores: CSS=20.1, Synergy_ZIP=-3.21, Synergy_Bliss=-0.655, Synergy_Loewe=-6.64, Synergy_HSA=-0.461. (3) Drug 1: CN(C)N=NC1=C(NC=N1)C(=O)N. Drug 2: COC1=C2C(=CC3=C1OC=C3)C=CC(=O)O2. Cell line: T-47D. Synergy scores: CSS=-2.45, Synergy_ZIP=-1.30, Synergy_Bliss=-3.11, Synergy_Loewe=-2.16, Synergy_HSA=-2.98. (4) Drug 1: CC1=C(C=C(C=C1)NC(=O)C2=CC=C(C=C2)CN3CCN(CC3)C)NC4=NC=CC(=N4)C5=CN=CC=C5. Drug 2: CC1=C2C(C(=O)C3(C(CC4C(C3C(C(C2(C)C)(CC1OC(=O)C(C(C5=CC=CC=C5)NC(=O)OC(C)(C)C)O)O)OC(=O)C6=CC=CC=C6)(CO4)OC(=O)C)O)C)O. Cell line: ACHN. Synergy scores: CSS=21.0, Synergy_ZIP=9.09, Synergy_Bliss=7.95, Synergy_Loewe=-3.95, Synergy_HSA=4.10. (5) Drug 1: C1CCC(C1)C(CC#N)N2C=C(C=N2)C3=C4C=CNC4=NC=N3. Drug 2: C#CCC(CC1=CN=C2C(=N1)C(=NC(=N2)N)N)C3=CC=C(C=C3)C(=O)NC(CCC(=O)O)C(=O)O. Cell line: CAKI-1. Synergy scores: CSS=9.71, Synergy_ZIP=-2.21, Synergy_Bliss=0.0827, Synergy_Loewe=0.756, Synergy_HSA=0.864. (6) Drug 1: CCCS(=O)(=O)NC1=C(C(=C(C=C1)F)C(=O)C2=CNC3=C2C=C(C=N3)C4=CC=C(C=C4)Cl)F. Drug 2: C1CN1P(=S)(N2CC2)N3CC3. Cell line: TK-10. Synergy scores: CSS=15.1, Synergy_ZIP=-3.60, Synergy_Bliss=3.86, Synergy_Loewe=3.50, Synergy_HSA=4.12.